This data is from Peptide-MHC class I binding affinity with 185,985 pairs from IEDB/IMGT. The task is: Regression. Given a peptide amino acid sequence and an MHC pseudo amino acid sequence, predict their binding affinity value. This is MHC class I binding data. (1) The peptide sequence is ILYNEYNFV. The MHC is HLA-B27:05 with pseudo-sequence HLA-B27:05. The binding affinity (normalized) is 0.0847. (2) The peptide sequence is RMRGAHTNDV. The MHC is HLA-A01:01 with pseudo-sequence HLA-A01:01. The binding affinity (normalized) is 0. (3) The peptide sequence is IVAPYLFWL. The MHC is HLA-B08:01 with pseudo-sequence HLA-B08:01. The binding affinity (normalized) is 0.213. (4) The peptide sequence is CLGGLLTMV. The MHC is HLA-B58:01 with pseudo-sequence HLA-B58:01. The binding affinity (normalized) is 0.178. (5) The peptide sequence is YLQSKGKDI. The MHC is HLA-A02:01 with pseudo-sequence HLA-A02:01. The binding affinity (normalized) is 0.184. (6) The binding affinity (normalized) is 0.227. The peptide sequence is FMPEWANFKF. The MHC is H-2-Db with pseudo-sequence H-2-Db. (7) The peptide sequence is QKEEAAICGQMDLS. The MHC is HLA-A30:02 with pseudo-sequence HLA-A30:02. The binding affinity (normalized) is 0. (8) The peptide sequence is YLLEMLWRL. The MHC is HLA-B57:01 with pseudo-sequence HLA-B57:01. The binding affinity (normalized) is 0.116.